Task: Regression/Classification. Given a drug SMILES string, predict its absorption, distribution, metabolism, or excretion properties. Task type varies by dataset: regression for continuous measurements (e.g., permeability, clearance, half-life) or binary classification for categorical outcomes (e.g., BBB penetration, CYP inhibition). Dataset: cyp2c19_veith.. Dataset: CYP2C19 inhibition data for predicting drug metabolism from PubChem BioAssay (1) The compound is NCCCCCCNS(=O)(=O)c1cccc2ccccc12. The result is 1 (inhibitor). (2) The compound is O=NN(Cc1ccc(Cl)cc1)[C@@H](C(=O)O)c1ccccc1. The result is 1 (inhibitor). (3) The compound is Cn1cccc1C(=O)N1CCC[C@@]2(CCN(Cc3ccccc3)C2)C1. The result is 0 (non-inhibitor). (4) The molecule is O=C(Cc1ccccc1)N/N=C\c1ccc(Br)o1. The result is 1 (inhibitor). (5) The molecule is COc1ccccc1CN1CC2(CCN(C(=O)c3ccncc3)CC2)C1. The result is 0 (non-inhibitor).